Dataset: Forward reaction prediction with 1.9M reactions from USPTO patents (1976-2016). Task: Predict the product of the given reaction. (1) The product is: [OH:6][C@H:7]1[CH2:11][CH2:10][C@H:9]([N:12]2[C:17]3=[N:18][C:19]([NH:22][C:23]4[CH:24]=[CH:25][CH:26]=[CH:27][CH:28]=4)=[N:20][CH:21]=[C:16]3[CH2:15][N:14]([C:29]3[CH:30]=[CH:31][C:32]([O:35][CH3:36])=[CH:33][CH:34]=3)[C:13]2=[O:37])[CH2:8]1. Given the reactants C([Si](C)(C)[O:6][C@H:7]1[CH2:11][CH2:10][C@H:9]([N:12]2[C:17]3=[N:18][C:19]([NH:22][C:23]4[CH:28]=[CH:27][CH:26]=[CH:25][CH:24]=4)=[N:20][CH:21]=[C:16]3[CH2:15][N:14]([C:29]3[CH:34]=[CH:33][C:32]([O:35][CH3:36])=[CH:31][CH:30]=3)[C:13]2=[O:37])[CH2:8]1)(C)(C)C, predict the reaction product. (2) Given the reactants [NH2:1][C:2]1[S:3][C:4]2[C:10]([C:11]([O:13][CH3:14])=[O:12])=[C:9]([O:15][C:16]3[CH:21]=[CH:20][CH:19]=[C:18]([NH:22][C:23]([C:25]4[CH:30]=[CH:29][CH:28]=[C:27]([C:31]([C:34]#[N:35])([CH3:33])[CH3:32])[CH:26]=4)=[O:24])[CH:17]=3)[CH:8]=[CH:7][C:5]=2[N:6]=1.[CH:36]1([C:39](Cl)=[O:40])[CH2:38][CH2:37]1, predict the reaction product. The product is: [C:34]([C:31]([C:27]1[CH:26]=[C:25]([C:23]([NH:22][C:18]2[CH:17]=[C:16]([CH:21]=[CH:20][CH:19]=2)[O:15][C:9]2[CH:8]=[CH:7][C:5]3[N:6]=[C:2]([NH:1][C:39]([CH:36]4[CH2:38][CH2:37]4)=[O:40])[S:3][C:4]=3[C:10]=2[C:11]([O:13][CH3:14])=[O:12])=[O:24])[CH:30]=[CH:29][CH:28]=1)([CH3:32])[CH3:33])#[N:35].